From a dataset of Catalyst prediction with 721,799 reactions and 888 catalyst types from USPTO. Predict which catalyst facilitates the given reaction. (1) Reactant: [Cl:1][C:2]1[CH:3]=[C:4]([CH2:17][N:18]2[C:22]([CH3:23])=[CH:21][C:20]([C:24](Cl)=[O:25])=[N:19]2)[C:5]2[O:9][C:8]([C:10]3[CH:15]=[CH:14][CH:13]=[CH:12][CH:11]=3)=[CH:7][C:6]=2[CH:16]=1.[CH:27]([C:29]1[CH:30]=[CH:31][C:32]([NH2:35])=[N:33][CH:34]=1)=[CH2:28].CCN(CC)CC. Product: [Cl:1][C:2]1[CH:3]=[C:4]([CH2:17][N:18]2[C:22]([CH3:23])=[CH:21][C:20]([C:24]([NH:35][C:32]3[CH:31]=[CH:30][C:29]([CH:27]=[CH2:28])=[CH:34][N:33]=3)=[O:25])=[N:19]2)[C:5]2[O:9][C:8]([C:10]3[CH:11]=[CH:12][CH:13]=[CH:14][CH:15]=3)=[CH:7][C:6]=2[CH:16]=1. The catalyst class is: 2. (2) Reactant: [CH3:1][N:2]1[CH:6]=[CH:5][N:4]=[CH:3]1.[N+:7]([O-:10])([OH:9])=[O:8].[CH2:11]1[O:14][CH:12]1[CH3:13]. Product: [N+:7]([O-:10])([O-:9])=[O:8].[OH:14][CH:12]([CH3:13])[CH2:11][N+:4]1[CH:5]=[CH:6][N:2]([CH3:1])[CH:3]=1. The catalyst class is: 8. (3) Reactant: [CH3:1][N:2]1[CH:6]=[C:5](/[CH:7]=[CH:8]/[C:9]([OH:11])=O)[CH:4]=[N:3]1.[CH:12]([N:15]1[CH2:20][CH2:19][NH:18][CH2:17][CH2:16]1)([CH3:14])[CH3:13].CN(C(ON1N=NC2C=CC=NC1=2)=[N+](C)C)C.F[P-](F)(F)(F)(F)F. Product: [CH:12]([N:15]1[CH2:20][CH2:19][N:18]([C:9](=[O:11])/[CH:8]=[CH:7]/[C:5]2[CH:4]=[N:3][N:2]([CH3:1])[CH:6]=2)[CH2:17][CH2:16]1)([CH3:14])[CH3:13]. The catalyst class is: 634. (4) Reactant: [C:1]([Si:5]([CH3:17])([CH3:16])[N:6]1[C:10]2=[N:11][CH:12]=[C:13]([CH3:15])[CH:14]=[C:9]2[CH2:8][CH2:7]1)([CH3:4])([CH3:3])[CH3:2].C(C1C(=O)C(Cl)=C(Cl)C(=O)C=1C#N)#N. Product: [C:1]([Si:5]([CH3:17])([CH3:16])[N:6]1[C:10]2=[N:11][CH:12]=[C:13]([CH3:15])[CH:14]=[C:9]2[CH:8]=[CH:7]1)([CH3:4])([CH3:3])[CH3:2]. The catalyst class is: 326. (5) Reactant: [CH3:1][C@@H:2]1[N:23]2[C:6]3[C:7]([C:19]([C:21]([C:24]([OH:26])=[O:25])=[CH:22]2)=[O:20])=[CH:8][C:9]([F:18])=[C:10]([N:11]2[CH2:16][CH2:15][N:14]([CH3:17])[CH2:13][CH2:12]2)[C:5]=3[O:4][CH2:3]1. Product: [CH3:1][C@@H:2]1[N:23]2[CH:22]=[C:21]([C:24]([OH:26])=[O:25])[C:19]([C:7]3=[CH:8][C:9]([F:18])=[C:10]([N:11]4[CH2:16][CH2:15][N:14]([CH3:17])[CH2:13][CH2:12]4)[C:5](=[C:6]23)[O:4][CH2:3]1)=[O:20].[CH3:1][C@@H:2]1[N:23]2[CH:22]=[C:21]([C:24]([OH:26])=[O:25])[C:19]([C:7]3=[CH:8][C:9]([F:18])=[C:10]([N:11]4[CH2:16][CH2:15][N:14]([CH3:17])[CH2:13][CH2:12]4)[C:5](=[C:6]23)[O:4][CH2:3]1)=[O:20].[OH2:4]. The catalyst class is: 648. (6) Reactant: [CH:1]([N:4]1[C:8]([C:9]2[N:10]=[C:11]3[C:17]4[CH:18]=[CH:19][C:20](B5OC(C)(C)C(C)(C)O5)=[CH:21][C:16]=4[O:15][CH2:14][CH2:13][N:12]3[CH:31]=2)=[N:7][CH:6]=[N:5]1)([CH3:3])[CH3:2].Br[C:33]1[N:34]=[CH:35][N:36]([CH2:38][C:39]([CH3:42])([OH:41])[CH3:40])[CH:37]=1.BrC1N(CC(C)(O)C)C=NC=1.COCCOC.C(=O)([O-])[O-].[Cs+].[Cs+].O. Product: [CH:1]([N:4]1[C:8]([C:9]2[N:10]=[C:11]3[C:17]4[CH:18]=[CH:19][C:20]([C:33]5[N:34]=[CH:35][N:36]([CH2:38][C:39]([CH3:42])([OH:41])[CH3:40])[CH:37]=5)=[CH:21][C:16]=4[O:15][CH2:14][CH2:13][N:12]3[CH:31]=2)=[N:7][CH:6]=[N:5]1)([CH3:3])[CH3:2]. The catalyst class is: 140. (7) The catalyst class is: 190. Reactant: [CH3:1][C:2]1([CH3:25])[C:11]2[C:6](=[CH:7][CH:8]=[C:9]([C:12]([F:15])([F:14])[F:13])[CH:10]=2)[NH:5][CH:4]([C:16]2[CH:21]=[CH:20][CH:19]=[C:18]([N+:22]([O-])=O)[CH:17]=2)[CH2:3]1. Product: [CH3:1][C:2]1([CH3:25])[C:11]2[C:6](=[CH:7][CH:8]=[C:9]([C:12]([F:15])([F:13])[F:14])[CH:10]=2)[NH:5][CH:4]([C:16]2[CH:17]=[C:18]([NH2:22])[CH:19]=[CH:20][CH:21]=2)[CH2:3]1. (8) Reactant: [Br:1][C:2]1[CH:3]=[N:4][C:5]([S:8][CH3:9])=[N:6][CH:7]=1.[OH:10]OS([O-])=O.[K+].[OH-:16].[Na+]. Product: [Br:1][C:2]1[CH:3]=[N:4][C:5]([S:8]([CH3:9])(=[O:10])=[O:16])=[N:6][CH:7]=1. The catalyst class is: 24.